This data is from Peptide-MHC class II binding affinity with 134,281 pairs from IEDB. The task is: Regression. Given a peptide amino acid sequence and an MHC pseudo amino acid sequence, predict their binding affinity value. This is MHC class II binding data. (1) The binding affinity (normalized) is 0. The peptide sequence is RPGPPGPQGARGQPGV. The MHC is HLA-DQA10301-DQB10302 with pseudo-sequence HLA-DQA10301-DQB10302. (2) The peptide sequence is GAQLGELYYAIYKAS. The MHC is DRB1_0802 with pseudo-sequence DRB1_0802. The binding affinity (normalized) is 0.213. (3) The peptide sequence is PSELQMSWLPLCVRL. The MHC is DRB1_0901 with pseudo-sequence DRB1_0901. The binding affinity (normalized) is 0.763. (4) The binding affinity (normalized) is 0.837. The peptide sequence is AYLISIFLHLVKIPT. The MHC is DRB1_0101 with pseudo-sequence DRB1_0101. (5) The peptide sequence is VKINDKCPSTGEAHL. The binding affinity (normalized) is 0.316. The MHC is HLA-DQA10201-DQB10402 with pseudo-sequence HLA-DQA10201-DQB10402. (6) The peptide sequence is ELQMSWLPLCVRLER. The MHC is HLA-DQA10501-DQB10302 with pseudo-sequence HLA-DQA10501-DQB10302. The binding affinity (normalized) is 0.554. (7) The peptide sequence is RSLWIIFSKNLNIKL. The MHC is HLA-DPA10301-DPB10402 with pseudo-sequence HLA-DPA10301-DPB10402. The binding affinity (normalized) is 0.432. (8) The peptide sequence is KGSNPNYLALLVKFV. The MHC is DRB1_0401 with pseudo-sequence DRB1_0401. The binding affinity (normalized) is 0.391. (9) The peptide sequence is GHGCAQPAMERRKHI. The MHC is DRB4_0101 with pseudo-sequence DRB4_0103. The binding affinity (normalized) is 0.0911. (10) The peptide sequence is SSPDNVKPLYIITPT. The MHC is HLA-DQA10501-DQB10201 with pseudo-sequence HLA-DQA10501-DQB10201. The binding affinity (normalized) is 0.299.